Task: Predict the reaction yield, written as a fraction of the theoretical maximum amount of product (1.0 means a 100% yield; for example, 0.34 means a 34% yield).. Dataset: Reaction yield outcomes from USPTO patents with 853,638 reactions (1) The catalyst is CN(C=O)C. The reactants are [H-].[Na+].[F:3][C:4]([F:14])([F:13])[C:5]1[C:6](=[O:12])[NH:7][C:8](=[O:11])[NH:9][CH:10]=1.Br[CH2:16][CH2:17][CH2:18][O:19][Si:20]([C:23]([CH3:26])([CH3:25])[CH3:24])([CH3:22])[CH3:21]. The yield is 0.370. The product is [C:23]([Si:20]([CH3:22])([CH3:21])[O:19][CH2:18][CH2:17][CH2:16][N:9]1[CH:10]=[C:5]([C:4]([F:13])([F:3])[F:14])[C:6](=[O:12])[NH:7][C:8]1=[O:11])([CH3:26])([CH3:25])[CH3:24]. (2) The product is [CH3:24][O:23][C:21]([CH:20]1[C:4](=[O:5])[C:6]2([CH2:9][N:8]([C:10]([O:12][C:13]([CH3:14])([CH3:15])[CH3:16])=[O:11])[CH2:7]2)[CH2:17][NH:18][C:19]1=[O:26])=[O:22]. The reactants are [Na].CO[C:4]([C:6]1([CH2:17][NH:18][C:19](=[O:26])[CH2:20][C:21]([O:23][CH2:24]C)=[O:22])[CH2:9][N:8]([C:10]([O:12][C:13]([CH3:16])([CH3:15])[CH3:14])=[O:11])[CH2:7]1)=[O:5]. The yield is 0.480. The catalyst is CO.C1(C)C=CC=CC=1. (3) The reactants are [N:1]#[C:2][NH2:3].[N:4]([C:7]1[CH:12]=[CH:11][C:10]([N:13]2[CH2:18][CH2:17][N:16]([CH3:19])[CH2:15][CH2:14]2)=[CH:9][CH:8]=1)=[C:5]=[S:6].[O:20]1[C:24]2[CH:25]=[CH:26][C:27]([C:29](=[O:32])[CH2:30]Br)=[CH:28][C:23]=2[O:22][CH2:21]1. No catalyst specified. The product is [NH2:1][C:2]1[N:3]=[C:5]([NH:4][C:7]2[CH:8]=[CH:9][C:10]([N:13]3[CH2:14][CH2:15][N:16]([CH3:19])[CH2:17][CH2:18]3)=[CH:11][CH:12]=2)[S:6][C:30]=1[C:29]([C:27]1[CH:26]=[CH:25][C:24]2[O:20][CH2:21][O:22][C:23]=2[CH:28]=1)=[O:32]. The yield is 0.750. (4) The reactants are Br[C:2]1[CH:3]=[C:4]([C:16]([O:18][CH3:19])=[O:17])[C:5]2[CH:6]=[N:7][N:8]([CH:11]3[CH2:15][CH2:14][CH2:13][CH2:12]3)[C:9]=2[CH:10]=1.[OH:20][C:21]1[CH:22]=[C:23](B(O)O)[CH:24]=[CH:25][CH:26]=1.C([O-])([O-])=O.[Na+].[Na+].CO.C(Cl)Cl. The catalyst is O1CCOCC1.C1C=CC([P]([Pd]([P](C2C=CC=CC=2)(C2C=CC=CC=2)C2C=CC=CC=2)([P](C2C=CC=CC=2)(C2C=CC=CC=2)C2C=CC=CC=2)[P](C2C=CC=CC=2)(C2C=CC=CC=2)C2C=CC=CC=2)(C2C=CC=CC=2)C2C=CC=CC=2)=CC=1. The product is [CH:11]1([N:8]2[C:9]3[CH:10]=[C:2]([C:25]4[CH:24]=[CH:23][CH:22]=[C:21]([OH:20])[CH:26]=4)[CH:3]=[C:4]([C:16]([O:18][CH3:19])=[O:17])[C:5]=3[CH:6]=[N:7]2)[CH2:15][CH2:14][CH2:13][CH2:12]1. The yield is 0.610.